Dataset: Catalyst prediction with 721,799 reactions and 888 catalyst types from USPTO. Task: Predict which catalyst facilitates the given reaction. (1) Reactant: CS(C)=O.[CH3:5][N:6]([CH3:12])[C@H:7]1[CH2:11][CH2:10][NH:9][CH2:8]1.[C:13]([C:15]1[C:20]2[N:21]=[C:22]([C:24]([N:26]([CH3:28])[CH3:27])=[O:25])[O:23][C:19]=2[C:18](F)=[C:17]([C:30]2[N:31]=[C:32]([CH3:35])[S:33][CH:34]=2)[C:16]=1[CH3:36])#[N:14].C(N(CC)CC)C. Product: [C:13]([C:15]1[C:20]2[N:21]=[C:22]([C:24]([N:26]([CH3:28])[CH3:27])=[O:25])[O:23][C:19]=2[C:18]([N:9]2[CH2:10][CH2:11][C@H:7]([N:6]([CH3:12])[CH3:5])[CH2:8]2)=[C:17]([C:30]2[N:31]=[C:32]([CH3:35])[S:33][CH:34]=2)[C:16]=1[CH3:36])#[N:14]. The catalyst class is: 170. (2) Reactant: [NH2:1][C:2]1[C:10]([N+:11]([O-:13])=[O:12])=[CH:9][CH:8]=[CH:7][C:3]=1[C:4](O)=[O:5].S(Cl)(Cl)=O.[OH-].[NH4+:19].O. Product: [NH2:1][C:2]1[C:10]([N+:11]([O-:13])=[O:12])=[CH:9][CH:8]=[CH:7][C:3]=1[C:4]([NH2:19])=[O:5]. The catalyst class is: 216. (3) Reactant: N=[C:2]1[C:6]2([CH2:9][CH2:8][CH2:7]2)[N:5]([C:10]2[CH:15]=[CH:14][C:13]([CH3:16])=[CH:12][CH:11]=2)[C:4](=[S:17])[N:3]1[C:18]1[CH:25]=[CH:24][C:21]([C:22]#[N:23])=[C:20]([C:26]([F:29])([F:28])[F:27])[CH:19]=1.C[OH:31].O. Product: [O:31]=[C:2]1[C:6]2([CH2:9][CH2:8][CH2:7]2)[N:5]([C:10]2[CH:15]=[CH:14][C:13]([CH3:16])=[CH:12][CH:11]=2)[C:4](=[S:17])[N:3]1[C:18]1[CH:25]=[CH:24][C:21]([C:22]#[N:23])=[C:20]([C:26]([F:29])([F:28])[F:27])[CH:19]=1. The catalyst class is: 33. (4) Reactant: [CH2:1]([S:5]([N:8](S(CCCC)(=O)=O)[C:9]1[CH:29]=[CH:28][C:12]2[O:13][C:14]([C:22]3[CH:27]=[CH:26][CH:25]=[CH:24][CH:23]=3)([C:16]3[CH:21]=[CH:20][CH:19]=[CH:18][CH:17]=3)[O:15][C:11]=2[CH:10]=1)(=[O:7])=[O:6])[CH2:2][CH2:3][CH3:4].[F-].C([N+](CCCC)(CCCC)CCCC)CCC.O. Product: [C:22]1([C:14]2([C:16]3[CH:17]=[CH:18][CH:19]=[CH:20][CH:21]=3)[O:13][C:12]3[CH:28]=[CH:29][C:9]([NH:8][S:5]([CH2:1][CH2:2][CH2:3][CH3:4])(=[O:6])=[O:7])=[CH:10][C:11]=3[O:15]2)[CH:23]=[CH:24][CH:25]=[CH:26][CH:27]=1. The catalyst class is: 7. (5) Reactant: [CH2:1]([NH:8][C:9]1[CH:14]=[CH:13][C:12]([CH2:15][C:16]#[N:17])=[CH:11][CH:10]=1)[C:2]1[CH:7]=[CH:6][CH:5]=[CH:4][CH:3]=1.C=O.[C-:20]#[N:21].[Na+].Cl.[CH3:24]O. The catalyst class is: 6. Product: [C:20]([CH2:24][N:8]([CH2:1][C:2]1[CH:3]=[CH:4][CH:5]=[CH:6][CH:7]=1)[C:9]1[CH:10]=[CH:11][C:12]([CH2:15][C:16]#[N:17])=[CH:13][CH:14]=1)#[N:21]. (6) Reactant: [Br:1][C:2]1[CH:3]=[C:4]([C:8]#[CH:9])[CH:5]=[CH:6][CH:7]=1.I[C:11]1[CH:16]=[CH:15][C:14]([O:17][CH:18]([F:20])[F:19])=[CH:13][CH:12]=1.CCOC(C)=O.O. Product: [Br:1][C:2]1[CH:7]=[CH:6][CH:5]=[C:4]([C:8]#[C:9][C:11]2[CH:16]=[CH:15][C:14]([O:17][CH:18]([F:20])[F:19])=[CH:13][CH:12]=2)[CH:3]=1. The catalyst class is: 538. (7) The catalyst class is: 4. Reactant: C(OC(=O)[NH:7][CH2:8][CH2:9][C:10]1[O:14][N:13]=[C:12]([CH:15]2[CH2:17][CH2:16]2)[N:11]=1)(C)(C)C.[ClH:19]. Product: [ClH:19].[CH:15]1([C:12]2[N:11]=[C:10]([CH2:9][CH2:8][NH2:7])[O:14][N:13]=2)[CH2:17][CH2:16]1.